From a dataset of Peptide-MHC class II binding affinity with 134,281 pairs from IEDB. Regression. Given a peptide amino acid sequence and an MHC pseudo amino acid sequence, predict their binding affinity value. This is MHC class II binding data. (1) The peptide sequence is DVKFPGGGQIVGGKY. The MHC is HLA-DQA10501-DQB10301 with pseudo-sequence HLA-DQA10501-DQB10301. The binding affinity (normalized) is 0.738. (2) The peptide sequence is WGAIWRIDTPDKLTG. The MHC is HLA-DQA10501-DQB10201 with pseudo-sequence HLA-DQA10501-DQB10201. The binding affinity (normalized) is 0.345.